The task is: Predict the product of the given reaction.. This data is from Forward reaction prediction with 1.9M reactions from USPTO patents (1976-2016). (1) Given the reactants [Si]([O:8][CH2:9][C:10]1[CH:11]=[C:12]([C:16]([C:18]2[C:19]([NH:24][C@H:25]3[CH2:29][C@H:28]([O:30][Si](C(C)C)(C(C)C)C(C)C)[C@@H:27]([CH2:41][OH:42])[CH2:26]3)=[N:20][CH:21]=[N:22][CH:23]=2)=[O:17])[S:13][C:14]=1[Cl:15])(C(C)(C)C)(C)C.Cl[S:44]([NH2:47])(=[O:46])=[O:45].C1COCC1.Cl, predict the reaction product. The product is: [S:44](=[O:46])(=[O:45])([O:42][CH2:41][C@H:27]1[CH2:26][C@@H:25]([NH:24][C:19]2[C:18]([C:16]([C:12]3[S:13][C:14]([Cl:15])=[C:10]([CH2:9][OH:8])[CH:11]=3)=[O:17])=[CH:23][N:22]=[CH:21][N:20]=2)[CH2:29][C@@H:28]1[OH:30])[NH2:47]. (2) Given the reactants [CH:1]1([C:4]2[CH:5]=[C:6]([CH3:25])[C:7]([N:10]3[CH2:15][CH2:14][N:13]([C:16]([C:18]4[CH:23]=[CH:22][C:21](I)=[CH:20][CH:19]=4)=[O:17])[CH2:12][CH2:11]3)=[N:8][CH:9]=2)[CH2:3][CH2:2]1.[O:26]1[CH2:30][CH2:29][NH:28][C:27]1=[O:31], predict the reaction product. The product is: [CH:1]1([C:4]2[CH:5]=[C:6]([CH3:25])[C:7]([N:10]3[CH2:15][CH2:14][N:13]([C:16]([C:18]4[CH:23]=[CH:22][C:21]([N:28]5[CH2:29][CH2:30][O:26][C:27]5=[O:31])=[CH:20][CH:19]=4)=[O:17])[CH2:12][CH2:11]3)=[N:8][CH:9]=2)[CH2:3][CH2:2]1. (3) Given the reactants [Cl:1][C:2]1[CH:3]=[C:4]([OH:8])[CH:5]=[CH:6][CH:7]=1.[O:9]=[CH:10][C:11]([OH:13])=[O:12].Cl, predict the reaction product. The product is: [Cl:1][C:2]1[CH:3]=[C:4]([OH:8])[CH:5]=[CH:6][C:7]=1[CH:10]([OH:9])[C:11]([OH:13])=[O:12].